Dataset: Reaction yield outcomes from USPTO patents with 853,638 reactions. Task: Predict the reaction yield, written as a fraction of the theoretical maximum amount of product (1.0 means a 100% yield; for example, 0.34 means a 34% yield). (1) The reactants are [CH3:1][P:2](=[O:7])([CH:5]=[CH2:6])[CH:3]=[CH2:4].[CH2:8]([NH2:15])[C:9]1[CH:14]=[CH:13][CH:12]=[CH:11][CH:10]=1. The catalyst is C1COCC1.O. The product is [CH2:8]([N:15]1[CH2:6][CH2:5][P:2](=[O:7])([CH3:1])[CH2:3][CH2:4]1)[C:9]1[CH:14]=[CH:13][CH:12]=[CH:11][CH:10]=1. The yield is 0.700. (2) The catalyst is C(OCC)(=O)C.CCCCCC. The product is [CH:1]([C:4]1[CH:9]=[CH:8][C:7]([CH:10]2[C:14]3[C:15]([CH3:22])=[C:16]([NH:21][C:31](=[O:32])[C:30]4[CH:34]=[CH:35][C:27]([O:26][CH3:25])=[CH:28][CH:29]=4)[C:17]([CH3:20])=[C:18]([CH3:19])[C:13]=3[O:12][C:11]2([CH3:24])[CH3:23])=[CH:6][CH:5]=1)([CH3:3])[CH3:2]. The reactants are [CH:1]([C:4]1[CH:9]=[CH:8][C:7]([CH:10]2[C:14]3[C:15]([CH3:22])=[C:16]([NH2:21])[C:17]([CH3:20])=[C:18]([CH3:19])[C:13]=3[O:12][C:11]2([CH3:24])[CH3:23])=[CH:6][CH:5]=1)([CH3:3])[CH3:2].[CH3:25][O:26][C:27]1[CH:35]=[CH:34][C:30]([C:31](Cl)=[O:32])=[CH:29][CH:28]=1. The yield is 0.420. (3) The reactants are [C:1]([O:5][C:6](=[O:27])[CH2:7][CH2:8][C:9]1[CH:14]=[CH:13][C:12]([OH:15])=[CH:11][C:10]=1[CH2:16][O:17][C:18](=[O:26])[NH:19][CH:20]1[CH2:25][CH2:24][CH2:23][CH2:22][CH2:21]1)([CH3:4])([CH3:3])[CH3:2].Br[CH2:29][CH2:30][CH2:31][O:32][C:33]1[CH:38]=[CH:37][C:36]([C:39]([C:41]2[CH:46]=[CH:45][CH:44]=[CH:43][CH:42]=2)=[O:40])=[CH:35][CH:34]=1.C(=O)([O-])[O-].[K+].[K+].C(OCC)(=O)C. The catalyst is C(#N)C.O. The product is [C:1]([O:5][C:6](=[O:27])[CH2:7][CH2:8][C:9]1[CH:14]=[CH:13][C:12]([O:15][CH2:29][CH2:30][CH2:31][O:32][C:33]2[CH:38]=[CH:37][C:36]([C:39](=[O:40])[C:41]3[CH:46]=[CH:45][CH:44]=[CH:43][CH:42]=3)=[CH:35][CH:34]=2)=[CH:11][C:10]=1[CH2:16][O:17][C:18](=[O:26])[NH:19][CH:20]1[CH2:25][CH2:24][CH2:23][CH2:22][CH2:21]1)([CH3:4])([CH3:2])[CH3:3]. The yield is 0.620. (4) The reactants are [CH3:1][N:2]1[C:6]([C:7]2[O:11][N:10]=[C:9]([CH3:12])[N:8]=2)=[C:5]([CH3:13])[N:4]=[CH:3]1.[Br:14]Br. The catalyst is C(Cl)(Cl)Cl. The product is [Br:14][C:3]1[N:2]([CH3:1])[C:6]([C:7]2[O:11][N:10]=[C:9]([CH3:12])[N:8]=2)=[C:5]([CH3:13])[N:4]=1. The yield is 0.510. (5) The reactants are C(NC(C)C)(C)C.C([Li])CCC.[Br:13][C:14]1[CH:19]=[CH:18][C:17]([F:20])=[CH:16][CH:15]=1.[F:21][CH:22]([F:28])[C:23](OCC)=[O:24]. The catalyst is O1CCCC1.C(OCC)(=O)C.C1CCCCC1. The product is [Br:13][C:14]1[CH:19]=[CH:18][C:17]([F:20])=[C:16]([C:23](=[O:24])[CH:22]([F:28])[F:21])[CH:15]=1. The yield is 0.916. (6) The reactants are Cl[C:2]1[C:7]([CH2:8][OH:9])=[CH:6][C:5]([N:10]([C:12]2[CH:17]=[CH:16][N:15]=[C:14]([NH:18][C:19]3[CH:24]=[C:23]([N:25]4[CH2:30][CH2:29][O:28][CH2:27][CH2:26]4)[CH:22]=[C:21]([N:31]4[CH2:36][CH2:35][O:34][CH2:33][CH2:32]4)[CH:20]=3)[N:13]=2)[CH3:11])=[C:4]([CH3:37])[N:3]=1.C(=O)([O-])[O-].[K+].[K+]. The catalyst is [Pd].C(O)C.O. The product is [N:25]1([C:23]2[CH:24]=[C:19]([NH:18][C:14]3[N:13]=[C:12]([N:10]([CH3:11])[C:5]4[CH:6]=[C:7]([CH2:8][OH:9])[CH:2]=[N:3][C:4]=4[CH3:37])[CH:17]=[CH:16][N:15]=3)[CH:20]=[C:21]([N:31]3[CH2:32][CH2:33][O:34][CH2:35][CH2:36]3)[CH:22]=2)[CH2:26][CH2:27][O:28][CH2:29][CH2:30]1. The yield is 0.700.